From a dataset of Forward reaction prediction with 1.9M reactions from USPTO patents (1976-2016). Predict the product of the given reaction. The product is: [CH2:30]([O:29][C@@H:5]([CH2:6][C:7]1[CH:12]=[CH:11][C:10]([O:13][CH2:14][CH2:15][C:16]2[CH:17]=[CH:18][C:19]([S:22][C:23]3[CH:28]=[CH:27][CH:26]=[CH:25][CH:24]=3)=[CH:20][CH:21]=2)=[CH:9][CH:8]=1)[C:4]([OH:32])=[O:3])[CH3:31]. Given the reactants C([O:3][C:4](=[O:32])[C@@H:5]([O:29][CH2:30][CH3:31])[CH2:6][C:7]1[CH:12]=[CH:11][C:10]([O:13][CH2:14][CH2:15][C:16]2[CH:21]=[CH:20][C:19]([S:22][C:23]3[CH:28]=[CH:27][CH:26]=[CH:25][CH:24]=3)=[CH:18][CH:17]=2)=[CH:9][CH:8]=1)C.[OH-].[Li+].Cl, predict the reaction product.